This data is from Forward reaction prediction with 1.9M reactions from USPTO patents (1976-2016). The task is: Predict the product of the given reaction. (1) Given the reactants [NH2:1][N:2]1[CH2:7][CH2:6][O:5][CH2:4][CH2:3]1.C(N(CC)CC)C.[CH2:15]([S:19](Cl)(=[O:21])=[O:20])[CH2:16][CH2:17][CH3:18], predict the reaction product. The product is: [CH2:15]([S:19]([NH:1][N:2]1[CH2:7][CH2:6][O:5][CH2:4][CH2:3]1)(=[O:21])=[O:20])[CH2:16][CH2:17][CH3:18]. (2) Given the reactants [F:1][C:2]1([F:9])[CH2:7][CH2:6][CH:5]([NH2:8])[CH2:4][CH2:3]1.C[Al](C)C.[Cl:14][C:15]1[CH:20]=[CH:19][C:18]([C:21]2[N:22]=[C:23]([CH2:38][O:39]C)[C:24]([C:34]([O:36][CH3:37])=O)=[N:25][C:26]=2[C:27]2[CH:32]=[CH:31][C:30]([Cl:33])=[CH:29][CH:28]=2)=[CH:17][CH:16]=1.Cl, predict the reaction product. The product is: [Cl:33][C:30]1[CH:29]=[CH:28][C:27]([C:26]2[N:25]=[C:24]([CH2:34][O:36][CH3:37])[C:23]([C:38]([NH:8][CH:5]3[CH2:6][CH2:7][C:2]([F:9])([F:1])[CH2:3][CH2:4]3)=[O:39])=[N:22][C:21]=2[C:18]2[CH:19]=[CH:20][C:15]([Cl:14])=[CH:16][CH:17]=2)=[CH:32][CH:31]=1.